Dataset: Forward reaction prediction with 1.9M reactions from USPTO patents (1976-2016). Task: Predict the product of the given reaction. (1) Given the reactants [F:1][C:2]1[CH:7]=[CH:6][C:5]([C:8]2[S:9][CH2:10][CH:11]([C:13]([OH:15])=O)[N:12]=2)=[CH:4][CH:3]=1.[NH2:16][C:17]1[C:18]([F:27])=[C:19]([C:23]([F:26])([F:25])[F:24])[CH:20]=[CH:21][CH:22]=1.CCN(C(C)C)C(C)C.C1CN([P+](Br)(N2CCCC2)N2CCCC2)CC1.F[P-](F)(F)(F)(F)F, predict the reaction product. The product is: [F:27][C:18]1[C:19]([C:23]([F:25])([F:26])[F:24])=[CH:20][CH:21]=[CH:22][C:17]=1[NH:16][C:13]([CH:11]1[CH2:10][S:9][C:8]([C:5]2[CH:4]=[CH:3][C:2]([F:1])=[CH:7][CH:6]=2)=[N:12]1)=[O:15]. (2) Given the reactants [OH-].[Na+].[CH2:3]([O:5]CC)[CH3:4].Cl.[NH2:9][C@@H:10]([CH2:13][CH2:14][C:15]([N:17]1[CH2:22][CH2:21][C:20](=[C:23]2[C:29]3[CH:30]=[CH:31][CH:32]=[CH:33][C:28]=3[CH:27]=[CH:26][C:25]3[CH:34]=[CH:35][CH:36]=[CH:37][C:24]2=3)[CH2:19][CH2:18]1)=[O:16])[CH2:11][OH:12].C(Cl)(=O)C, predict the reaction product. The product is: [CH:33]1[C:28]2[CH:27]=[CH:26][C:25]3[CH:34]=[CH:35][CH:36]=[CH:37][C:24]=3[C:23](=[C:20]3[CH2:19][CH2:18][N:17]([C:15](=[O:16])[CH2:14][CH2:13][C@H:10]([NH:9][C:3](=[O:5])[CH3:4])[CH2:11][OH:12])[CH2:22][CH2:21]3)[C:29]=2[CH:30]=[CH:31][CH:32]=1. (3) Given the reactants C[O:2][C:3](=[O:26])[C:4]1[CH:9]=[CH:8][CH:7]=[CH:6][C:5]=1[N:10]1[CH2:15][CH2:14][N:13]([C:16](=[O:25])[CH2:17][N:18]2[C:22]([CH3:23])=[CH:21][C:20]([CH3:24])=[N:19]2)[CH2:12][CH2:11]1.[OH-].[Na+], predict the reaction product. The product is: [CH3:24][C:20]1[CH:21]=[C:22]([CH3:23])[N:18]([CH2:17][C:16]([N:13]2[CH2:14][CH2:15][N:10]([C:5]3[CH:6]=[CH:7][CH:8]=[CH:9][C:4]=3[C:3]([OH:26])=[O:2])[CH2:11][CH2:12]2)=[O:25])[N:19]=1. (4) Given the reactants [C:1]([C:3]1[CH:8]=[CH:7][C:6](B(O)O)=[CH:5][CH:4]=1)#[N:2].[CH2:12]([N:19]1[C:49](=[O:50])[N:22]2[C:23]([C:42]3[CH:47]=[CH:46][C:45]([CH3:48])=[CH:44][CH:43]=3)=[C:24](Cl)[CH:25]=[C:26]([O:27][CH2:28][C@@H:29]3[CH2:33][CH2:32][N:31](C(OC(C)(C)C)=O)[CH2:30]3)[C:21]2=[N:20]1)[C:13]1[CH:18]=[CH:17][CH:16]=[CH:15][CH:14]=1.C(=O)([O-])[O-].[Na+].[Na+].FC(F)(F)C(O)=O, predict the reaction product. The product is: [CH2:12]([N:19]1[C:49](=[O:50])[N:22]2[C:23]([C:42]3[CH:43]=[CH:44][C:45]([CH3:48])=[CH:46][CH:47]=3)=[C:24]([C:6]3[CH:7]=[CH:8][C:3]([C:1]#[N:2])=[CH:4][CH:5]=3)[CH:25]=[C:26]([O:27][CH2:28][C@@H:29]3[CH2:33][CH2:32][NH:31][CH2:30]3)[C:21]2=[N:20]1)[C:13]1[CH:18]=[CH:17][CH:16]=[CH:15][CH:14]=1. (5) Given the reactants [C:1]1([C:7]2[C:16]3[C:11](=[CH:12][CH:13]=[CH:14][CH:15]=3)[C:10](=[O:17])[O:9][C:8]=2[CH2:18][CH2:19][CH3:20])[CH:6]=[CH:5][CH:4]=[CH:3][CH:2]=1.[Br:21]N1C(=O)CCC1=O.C(OOC(=O)C1C=CC=CC=1)(=O)C1C=CC=CC=1, predict the reaction product. The product is: [Br:21][CH:18]([C:8]1[O:9][C:10](=[O:17])[C:11]2[C:16]([C:7]=1[C:1]1[CH:2]=[CH:3][CH:4]=[CH:5][CH:6]=1)=[CH:15][CH:14]=[CH:13][CH:12]=2)[CH2:19][CH3:20]. (6) Given the reactants [Cl:1][C:2]1[C:3]2[C:10]([CH:11]=[N:12]O)=[CH:9][NH:8][C:4]=2[N:5]=[CH:6][N:7]=1.S(Cl)(Cl)=O, predict the reaction product. The product is: [Cl:1][C:2]1[C:3]2[C:10]([C:11]#[N:12])=[CH:9][NH:8][C:4]=2[N:5]=[CH:6][N:7]=1. (7) Given the reactants [NH:1]1[CH:5]=[CH:4][N:3]=[C:2]1[NH:6][C:7]([C:9]1[C:17]2[N:16]=[C:15]([NH:18][C:19]([C:21]3[CH:22]=[N:23][CH:24]=[C:25]([C:27]#[C:28][C:29]4[CH:34]=[CH:33][CH:32]=[CH:31][CH:30]=4)[CH:26]=3)=[O:20])[NH:14][C:13]=2[CH:12]=[CH:11][CH:10]=1)=[O:8], predict the reaction product. The product is: [NH:3]1[CH:4]=[CH:5][N:1]=[C:2]1[NH:6][C:7]([C:9]1[C:17]2[N:16]=[C:15]([NH:18][C:19]([C:21]3[CH:22]=[N:23][CH:24]=[C:25]([CH2:27][CH2:28][C:29]4[CH:34]=[CH:33][CH:32]=[CH:31][CH:30]=4)[CH:26]=3)=[O:20])[NH:14][C:13]=2[CH:12]=[CH:11][CH:10]=1)=[O:8]. (8) Given the reactants BrC1C=CC(CC[OH:10])=C(C)C=1.[Br:12][C:13]1[CH:14]=[C:15]([CH2:23][CH3:24])[C:16]([CH:21]=[CH2:22])=[C:17]([CH2:19][CH3:20])[CH:18]=1.B1C2CCCC1CCC2, predict the reaction product. The product is: [Br:12][C:13]1[CH:18]=[C:17]([CH2:19][CH3:20])[C:16]([CH2:21][CH2:22][OH:10])=[C:15]([CH2:23][CH3:24])[CH:14]=1. (9) Given the reactants [H-].[Na+].[CH3:3][S:4]([NH2:7])(=[O:6])=[O:5].[CH3:8][C:9]1([CH3:41])[CH2:18][C:17]2[C:12](=[CH:13][CH:14]=[C:15]([C:19](O)=[O:20])[CH:16]=2)[NH:11][CH:10]1[C:22]1[CH:27]=[CH:26][CH:25]=[C:24]([N:28]2[CH2:33][CH2:32][N:31]([C:34]3[CH:39]=[CH:38][CH:37]=[CH:36][C:35]=3[CH3:40])[CH2:30][CH2:29]2)[CH:23]=1.C(N1C=CN=C1)(N1C=CN=C1)=O, predict the reaction product. The product is: [CH3:8][C:9]1([CH3:41])[CH2:18][C:17]2[C:12](=[CH:13][CH:14]=[C:15]([C:19]([NH:7][S:4]([CH3:3])(=[O:6])=[O:5])=[O:20])[CH:16]=2)[NH:11][CH:10]1[C:22]1[CH:27]=[CH:26][CH:25]=[C:24]([N:28]2[CH2:29][CH2:30][N:31]([C:34]3[CH:39]=[CH:38][CH:37]=[CH:36][C:35]=3[CH3:40])[CH2:32][CH2:33]2)[CH:23]=1.